Dataset: Forward reaction prediction with 1.9M reactions from USPTO patents (1976-2016). Task: Predict the product of the given reaction. (1) Given the reactants [CH2:1]([O:8][C:9]1[CH:10]=[C:11]2[C:15](=[CH:16][CH:17]=1)[NH:14][C:13]([NH2:18])=[C:12]2[C:19]#[N:20])[C:2]1[CH:7]=[CH:6][CH:5]=[CH:4][CH:3]=1.[C:21]([O-])([O-])=O.[Cs+].[Cs+].CI.O, predict the reaction product. The product is: [CH2:1]([O:8][C:9]1[CH:10]=[C:11]2[C:15](=[CH:16][CH:17]=1)[N:14]([CH3:21])[C:13]([NH2:18])=[C:12]2[C:19]#[N:20])[C:2]1[CH:7]=[CH:6][CH:5]=[CH:4][CH:3]=1. (2) Given the reactants [CH3:1][O:2][C:3]1[C:4](=[O:26])[C:5]([CH3:25])=[C:6]([CH2:12][C:13]2[CH:14]=[C:15]([CH2:19][CH2:20][CH2:21][C:22]([OH:24])=O)[CH:16]=[CH:17][CH:18]=2)[C:7](=[O:11])[C:8]=1[O:9][CH3:10].[NH:27]1[CH2:32][CH2:31][S:30][CH2:29][CH2:28]1, predict the reaction product. The product is: [CH3:1][O:2][C:3]1[C:4](=[O:26])[C:5]([CH3:25])=[C:6]([CH2:12][C:13]2[CH:14]=[C:15]([CH2:19][CH2:20][CH2:21][C:22]([N:27]3[CH2:32][CH2:31][S:30][CH2:29][CH2:28]3)=[O:24])[CH:16]=[CH:17][CH:18]=2)[C:7](=[O:11])[C:8]=1[O:9][CH3:10]. (3) The product is: [CH:16]([C:15]1[C:10]([NH:1][CH2:2][CH2:3][CH2:4][S:5]([NH2:8])(=[O:7])=[O:6])=[N:11][C:12]([S:18][CH3:19])=[N:13][CH:14]=1)=[O:17]. Given the reactants [NH2:1][CH2:2][CH2:3][CH2:4][S:5]([NH2:8])(=[O:7])=[O:6].Cl[C:10]1[C:15]([CH:16]=[O:17])=[CH:14][N:13]=[C:12]([S:18][CH3:19])[N:11]=1, predict the reaction product. (4) Given the reactants [NH:1]1[C:9]2[C:4](=[CH:5][CH:6]=[CH:7][CH:8]=2)[C:3]([CH:10]=[O:11])=[CH:2]1.[Cl:12][C:13]1[C:18]([Cl:19])=[CH:17][CH:16]=[CH:15][C:14]=1[S:20](Cl)(=[O:22])=[O:21].C(N(C(C)C)CC)(C)C.C(=O)([O-])O.[Na+], predict the reaction product. The product is: [Cl:12][C:13]1[C:18]([Cl:19])=[CH:17][CH:16]=[CH:15][C:14]=1[S:20]([N:1]1[C:9]2[C:4](=[CH:5][CH:6]=[CH:7][CH:8]=2)[C:3]([CH:10]=[O:11])=[CH:2]1)(=[O:22])=[O:21].